From a dataset of Forward reaction prediction with 1.9M reactions from USPTO patents (1976-2016). Predict the product of the given reaction. (1) Given the reactants [CH3:1][O:2][C:3]1[C:12](C)=[C:11]2[C:6]([C:7]([N:14]3[CH2:19][CH2:18][NH:17][CH2:16][CH2:15]3)=[CH:8][CH:9]=[N:10]2)=[CH:5][CH:4]=1.[F:20][C:21]1[CH:26]=[CH:25][C:24]([N:27]=[C:28]=[O:29])=[CH:23][CH:22]=1.[CH3:30]CCCCC.CCOC(C)=O, predict the reaction product. The product is: [F:20][C:21]1[CH:26]=[CH:25][C:24]([NH:27][C:28]([N:17]2[CH2:16][CH2:15][N:14]([C:7]3[C:6]4[C:11](=[CH:12][C:3]([O:2][CH3:1])=[CH:4][CH:5]=4)[N:10]=[C:9]([CH3:30])[CH:8]=3)[CH2:19][CH2:18]2)=[O:29])=[CH:23][CH:22]=1. (2) The product is: [Cl:1][C:2]1[CH:7]=[CH:6][N:5]=[C:4]([C:8]([NH:25][C:23]2[CH:22]=[CH:21][CH:20]=[C:19]([C:18]3[N:14]([CH:11]4[CH2:13][CH2:12]4)[CH:15]=[N:16][CH:17]=3)[N:24]=2)=[O:10])[CH:3]=1. Given the reactants [Cl:1][C:2]1[CH:7]=[CH:6][N:5]=[C:4]([C:8]([OH:10])=O)[CH:3]=1.[CH:11]1([N:14]2[C:18]([C:19]3[N:24]=[C:23]([NH2:25])[CH:22]=[CH:21][CH:20]=3)=[CH:17][N:16]=[CH:15]2)[CH2:13][CH2:12]1.F[P-](F)(F)(F)(F)F.N1(OC(N(C)C)=[N+](C)C)C2N=CC=CC=2N=N1.CN1CCOCC1, predict the reaction product. (3) Given the reactants [C:1]1([OH:7])[CH:6]=[CH:5][CH:4]=[CH:3][CH:2]=1.C(=O)([O-])[O-].[Cs+].[Cs+].CS(O[CH2:19][C:20]1[CH:21]=[C:22]([CH:25]=[CH:26][C:27]=1[O:28][CH2:29][C:30]1[CH:35]=[CH:34][CH:33]=[CH:32][CH:31]=1)[CH:23]=[O:24])(=O)=O, predict the reaction product. The product is: [O:7]([CH2:19][C:20]1[CH:21]=[C:22]([CH:25]=[CH:26][C:27]=1[O:28][CH2:29][C:30]1[CH:35]=[CH:34][CH:33]=[CH:32][CH:31]=1)[CH:23]=[O:24])[C:1]1[CH:6]=[CH:5][CH:4]=[CH:3][CH:2]=1. (4) Given the reactants [CH3:1][N:2]1[CH2:7][CH2:6][N:5]([C:8]2[N:13]=[C:12]([O:14][C:15]3[CH:20]=[CH:19][CH:18]=[CH:17][CH:16]=3)[C:11]([S:21][C:22]3[CH:23]=[C:24]([NH:28]C(=O)C)[CH:25]=[CH:26][CH:27]=3)=[CH:10][N:9]=2)[CH2:4][CH2:3]1.B(F)(F)F.CO.CCN(CC)CC, predict the reaction product. The product is: [CH3:1][N:2]1[CH2:7][CH2:6][N:5]([C:8]2[N:13]=[C:12]([O:14][C:15]3[CH:16]=[CH:17][CH:18]=[CH:19][CH:20]=3)[C:11]([S:21][C:22]3[CH:23]=[C:24]([CH:25]=[CH:26][CH:27]=3)[NH2:28])=[CH:10][N:9]=2)[CH2:4][CH2:3]1. (5) Given the reactants [NH:1]1[C:9]2[C:4](=[CH:5][CH:6]=[CH:7][C:8]=2[C:10]([OH:12])=O)[CH:3]=[CH:2]1.CN(C(ON1N=NC2C=CC=CC1=2)=[N+](C)C)C.[B-](F)(F)(F)F.C(N(CC)C(C)C)(C)C.[C:44]([C:48]1[CH:65]=[CH:64][C:51]([CH2:52][NH:53][CH2:54][CH2:55][CH:56]([C:58]2[O:59][C:60]([CH3:63])=[CH:61][CH:62]=2)[CH3:57])=[CH:50][CH:49]=1)([CH3:47])([CH3:46])[CH3:45], predict the reaction product. The product is: [C:44]([C:48]1[CH:65]=[CH:64][C:51]([CH2:52][N:53]([CH2:54][CH2:55][CH:56]([C:58]2[O:59][C:60]([CH3:63])=[CH:61][CH:62]=2)[CH3:57])[C:10]([C:8]2[CH:7]=[CH:6][CH:5]=[C:4]3[C:9]=2[NH:1][CH:2]=[CH:3]3)=[O:12])=[CH:50][CH:49]=1)([CH3:46])([CH3:45])[CH3:47]. (6) Given the reactants [Br:1][C:2]1[C:6]2[CH2:7][N:8]([C:11]([O:13][C:14]([CH3:17])([CH3:16])[CH3:15])=[O:12])[CH2:9][CH2:10][C:5]=2[NH:4][N:3]=1.CS(O[CH:23]1[CH2:28][CH2:27][S:26][CH2:25][CH2:24]1)(=O)=O.C([O-])([O-])=O.[Cs+].[Cs+], predict the reaction product. The product is: [Br:1][C:2]1[C:6]2[CH2:7][N:8]([C:11]([O:13][C:14]([CH3:17])([CH3:16])[CH3:15])=[O:12])[CH2:9][CH2:10][C:5]=2[N:4]([CH:23]2[CH2:28][CH2:27][S:26][CH2:25][CH2:24]2)[N:3]=1. (7) Given the reactants Cl.[NH2:2][CH2:3][C@H:4]1[CH2:9][CH2:8][C@H:7]([CH2:10][NH:11][C:12]([C:14]2[C:23]3[C:18](=[CH:19][CH:20]=[CH:21][CH:22]=3)[N:17]=[C:16]([C:24]3[CH:29]=[CH:28][N:27]=[CH:26][CH:25]=3)[CH:15]=2)=[O:13])[CH2:6][CH2:5]1.[C:30]([N:34]=[C:35]=[O:36])([CH3:33])([CH3:32])[CH3:31], predict the reaction product. The product is: [C:30]([NH:34][C:35]([NH:2][CH2:3][C@H:4]1[CH2:9][CH2:8][C@H:7]([CH2:10][NH:11][C:12]([C:14]2[C:23]3[C:18](=[CH:19][CH:20]=[CH:21][CH:22]=3)[N:17]=[C:16]([C:24]3[CH:25]=[CH:26][N:27]=[CH:28][CH:29]=3)[CH:15]=2)=[O:13])[CH2:6][CH2:5]1)=[O:36])([CH3:33])([CH3:32])[CH3:31]. (8) Given the reactants [Br:1][C:2]1[CH:3]=[C:4]2[C:12](=[C:13]([C:15](=[O:17])[NH2:16])[CH:14]=1)[NH:11][C:10]1[CH:9]=[C:8]([C:18](O)=[O:19])[CH:7]=[CH:6][C:5]2=1.C(Cl)CCl.O.ON1C2C=CC=CC=2N=N1.[CH3:36][N:37]1[CH2:42][CH2:41][NH:40][CH2:39][CH2:38]1, predict the reaction product. The product is: [Br:1][C:2]1[CH:14]=[C:13]([C:15]([NH2:16])=[O:17])[C:12]2[NH:11][C:10]3[C:5]([C:4]=2[CH:3]=1)=[CH:6][CH:7]=[C:8]([C:18]([N:40]1[CH2:41][CH2:42][N:37]([CH3:36])[CH2:38][CH2:39]1)=[O:19])[CH:9]=3. (9) Given the reactants [C:1]([O:5][CH3:6])(=[O:4])[CH:2]=[CH2:3].[CH3:7][O:8][CH2:9][CH2:10][NH2:11].[C:12](#[N:15])[CH:13]=[CH2:14], predict the reaction product. The product is: [C:12]([CH2:13][CH2:14][N:11]([CH2:10][CH2:9][O:8][CH3:7])[CH2:3][CH2:2][C:1]([O:5][CH3:6])=[O:4])#[N:15]. (10) Given the reactants C([N:8]1[CH2:13][CH2:12][CH2:11][C@H:10]([N:14]([CH3:32])[C:15]2[N:20]=[CH:19][N:18]=[C:17]3[N:21]([CH2:24][O:25][CH2:26][CH2:27][Si:28]([CH3:31])([CH3:30])[CH3:29])[N:22]=[CH:23][C:16]=23)[CH2:9]1)C1C=CC=CC=1.C([O-])=O.[NH4+], predict the reaction product. The product is: [CH3:32][N:14]([C@H:10]1[CH2:11][CH2:12][CH2:13][NH:8][CH2:9]1)[C:15]1[N:20]=[CH:19][N:18]=[C:17]2[N:21]([CH2:24][O:25][CH2:26][CH2:27][Si:28]([CH3:29])([CH3:30])[CH3:31])[N:22]=[CH:23][C:16]=12.